Dataset: CYP3A4 inhibition data for predicting drug metabolism from PubChem BioAssay. Task: Regression/Classification. Given a drug SMILES string, predict its absorption, distribution, metabolism, or excretion properties. Task type varies by dataset: regression for continuous measurements (e.g., permeability, clearance, half-life) or binary classification for categorical outcomes (e.g., BBB penetration, CYP inhibition). Dataset: cyp3a4_veith. (1) The compound is COC(=O)[C@@]1(Cc2ccc(OC)cc2)[C@H]2c3cc(C(=O)N(C)C)n(CCc4ccccn4)c3C[C@H]2CN1C(=O)c1ccccc1. The result is 1 (inhibitor). (2) The drug is CN1CC[C@H](CN2c3ccccc3Sc3ccccc32)C1. The result is 0 (non-inhibitor).